Dataset: Reaction yield outcomes from USPTO patents with 853,638 reactions. Task: Predict the reaction yield, written as a fraction of the theoretical maximum amount of product (1.0 means a 100% yield; for example, 0.34 means a 34% yield). (1) The reactants are [F:1][C:2]1[CH:7]=[CH:6][CH:5]=[C:4]([F:8])[C:3]=1[C:9]1[C:10]2[C:11]3[CH2:22][CH2:21][N:20](C(OC(C)(C)C)=O)[CH2:19][CH2:18][C:12]=3[NH:13][C:14]=2[CH:15]=[CH:16][CH:17]=1.C(Cl)Cl. The yield is 0.870. The product is [F:8][C:4]1[CH:5]=[CH:6][CH:7]=[C:2]([F:1])[C:3]=1[C:9]1[C:10]2[C:11]3[CH2:22][CH2:21][NH:20][CH2:19][CH2:18][C:12]=3[NH:13][C:14]=2[CH:15]=[CH:16][CH:17]=1. The catalyst is C(C(O)=O)(F)(F)F. (2) The reactants are [O:1]1[CH2:6][CH2:5][N:4]([CH2:7][CH2:8][CH2:9][NH:10][C:11](=[O:30])[NH:12][C:13]2[S:17][N:16]=[C:15]([C:18]3[CH:23]=[CH:22][C:21]([N+:24]([O-])=O)=[CH:20][CH:19]=3)[C:14]=2[C:27]([NH2:29])=[O:28])[CH2:3][CH2:2]1.[H][H]. The catalyst is CO.[Pt]=O. The product is [NH2:24][C:21]1[CH:20]=[CH:19][C:18]([C:15]2[C:14]([C:27]([NH2:29])=[O:28])=[C:13]([NH:12][C:11]([NH:10][CH2:9][CH2:8][CH2:7][N:4]3[CH2:3][CH2:2][O:1][CH2:6][CH2:5]3)=[O:30])[S:17][N:16]=2)=[CH:23][CH:22]=1. The yield is 0.400. (3) The reactants are [Cl:1][C:2]1[C:6]([N:7]([CH2:14][CH3:15])[C:8](=[O:13])[CH2:9][CH2:10][S:11][CH3:12])=[CH:5][N:4]([C:16]2[CH:17]=[N:18][CH:19]=[CH:20][CH:21]=2)[N:3]=1.B1([O-])OO1.[OH2:26].[OH2:27].O.O.[Na+].C([O-])(O)=O.[Na+].C(OCC)(=O)C. The catalyst is C(O)(=O)C. The product is [Cl:1][C:2]1[C:6]([N:7]([CH2:14][CH3:15])[C:8](=[O:13])[CH2:9][CH2:10][S:11]([CH3:12])(=[O:27])=[O:26])=[CH:5][N:4]([C:16]2[CH:17]=[N:18][CH:19]=[CH:20][CH:21]=2)[N:3]=1. The yield is 0.470. (4) The reactants are I[C:2]1[N:3]=[C:4]([CH3:7])[S:5][CH:6]=1.[CH2:8]([C:12]1[S:13][C:14]2[CH:20]=[CH:19][CH:18]=[CH:17][C:15]=2[N:16]=1)[CH2:9][C:10]#[CH:11]. No catalyst specified. The product is [CH3:7][C:4]1[S:5][CH:6]=[C:2]([C:11]#[C:10][CH2:9][CH2:8][C:12]2[S:13][C:14]3[CH:20]=[CH:19][CH:18]=[CH:17][C:15]=3[N:16]=2)[N:3]=1. The yield is 0.530.